From a dataset of Full USPTO retrosynthesis dataset with 1.9M reactions from patents (1976-2016). Predict the reactants needed to synthesize the given product. (1) Given the product [Br:1][C:2]1[C:7]([N:8]([CH2:9][CH2:10][CH2:11][CH:12]=[CH2:13])[C:19](=[O:20])[O:18][C:15]([CH3:17])([CH3:16])[CH3:14])=[CH:6][CH:5]=[CH:4][N:3]=1, predict the reactants needed to synthesize it. The reactants are: [Br:1][C:2]1[C:7]([NH:8][CH2:9][CH2:10][CH2:11][CH:12]=[CH2:13])=[CH:6][CH:5]=[CH:4][N:3]=1.[CH3:14][C:15]([O:18][C:19](O[C:19]([O:18][C:15]([CH3:17])([CH3:16])[CH3:14])=[O:20])=[O:20])([CH3:17])[CH3:16]. (2) Given the product [Cl:40][C:41]1[CH:46]=[CH:45][C:44]([NH:47][C:48]([NH:50][C:51]2[CH:56]=[CH:55][CH:54]=[C:53]([C:57]3[CH:62]=[CH:61][CH:60]=[C:59]([N:63]4[CH2:67][CH2:66][CH2:65][CH2:64]4)[N:58]=3)[CH:52]=2)=[O:49])=[CH:43][C:42]=1[CH2:68][CH2:69][CH2:70][CH2:71][O:72][CH:73]1[CH2:78][CH2:77][CH2:76][CH2:75][O:74]1, predict the reactants needed to synthesize it. The reactants are: ClC1C=CC(NC(NC2C=CC=C(C3C=CC=C(N4CCCC4)N=3)C=2)=O)=C(CCCCOC2CCCCO2)C=1.[Cl:40][C:41]1[CH:46]=[CH:45][C:44]([NH:47][C:48]([NH:50][C:51]2[CH:56]=[CH:55][CH:54]=[C:53]([C:57]3[CH:62]=[CH:61][CH:60]=[C:59]([N:63]4[CH2:67][CH2:66][CH2:65][CH2:64]4)[N:58]=3)[CH:52]=2)=[O:49])=[CH:43][C:42]=1[C:68]#[C:69][CH2:70][CH2:71][O:72][CH:73]1[CH2:78][CH2:77][CH2:76][CH2:75][O:74]1. (3) Given the product [C:1]([O:19][CH2:18][C:17]([CH3:21])([CH3:20])[CH2:16][N:15]1[C:9]2[CH:8]=[CH:7][C:6]([Cl:5])=[CH:49][C:10]=2[C@@H:11]([C:39]2[CH:44]=[CH:43][CH:42]=[C:41]([O:45][CH3:46])[C:40]=2[O:47][CH3:48])[O:12][C@H:13]([CH2:23][C:24]([C:26]2[CH:31]=[CH:30][C:29]([CH2:32][CH2:33][C:34]([O:36][CH2:37][CH3:38])=[O:35])=[CH:28][CH:27]=2)=[O:25])[C:14]1=[O:22])(=[O:3])[CH3:2], predict the reactants needed to synthesize it. The reactants are: [C:1](Cl)(=[O:3])[CH3:2].[Cl:5][C:6]1[CH:7]=[CH:8][C:9]2[N:15]([CH2:16][C:17]([CH3:21])([CH3:20])[CH2:18][OH:19])[C:14](=[O:22])[C@@H:13]([CH2:23][C:24]([C:26]3[CH:31]=[CH:30][C:29]([CH2:32][CH2:33][C:34]([O:36][CH2:37][CH3:38])=[O:35])=[CH:28][CH:27]=3)=[O:25])[O:12][C@H:11]([C:39]3[CH:44]=[CH:43][CH:42]=[C:41]([O:45][CH3:46])[C:40]=3[O:47][CH3:48])[C:10]=2[CH:49]=1.O. (4) The reactants are: [CH:1]1([N:11]2[CH2:16][CH2:15][CH:14]([N:17]3[C:21]4[CH:22]=[CH:23][CH:24]=[CH:25][C:20]=4[NH:19][C:18]3=[O:26])[CH2:13][CH2:12]2)[C:10]2[C:5](=[CH:6][CH:7]=[CH:8][CH:9]=2)[CH2:4][CH2:3][CH2:2]1.[H-].[Na+].Br[CH2:30][C:31]([O:33]CC)=O.[CH3:36][NH2:37].CO. Given the product [CH:1]1([N:11]2[CH2:16][CH2:15][CH:14]([N:17]3[C:21]4[CH:22]=[CH:23][CH:24]=[CH:25][C:20]=4[N:19]([CH2:30][C:31]([NH:37][CH3:36])=[O:33])[C:18]3=[O:26])[CH2:13][CH2:12]2)[C:10]2[C:5](=[CH:6][CH:7]=[CH:8][CH:9]=2)[CH2:4][CH2:3][CH2:2]1, predict the reactants needed to synthesize it.